The task is: Predict the reaction yield, written as a fraction of the theoretical maximum amount of product (1.0 means a 100% yield; for example, 0.34 means a 34% yield).. This data is from Reaction yield outcomes from USPTO patents with 853,638 reactions. (1) The reactants are [C:1]([C:9]1[CH:10]=[N:11][CH:12]=[C:13](Br)[CH:14]=1)(=[O:8])[C:2]1[CH:7]=[CH:6][CH:5]=[CH:4][CH:3]=1.[C:16]([O:20][C:21]([N:23]1[CH2:28][C@@H:27]2[CH2:29][C@H:24]1[CH2:25][NH:26]2)=[O:22])([CH3:19])([CH3:18])[CH3:17].C1(C2C3C(=CC=CC=3)C=CC=2)C2C(=CC=CC=2)C=CC=1.CC(C)([O-])C.[Na+]. The catalyst is O.C1C=CC(/C=C/C(/C=C/C2C=CC=CC=2)=O)=CC=1.C1C=CC(/C=C/C(/C=C/C2C=CC=CC=2)=O)=CC=1.C1C=CC(/C=C/C(/C=C/C2C=CC=CC=2)=O)=CC=1.[Pd].[Pd].C1(C)C=CC=CC=1. The product is [C:1]([C:9]1[CH:14]=[C:13]([N:26]2[CH2:25][C@@H:24]3[CH2:29][C@H:27]2[CH2:28][N:23]3[C:21]([O:20][C:16]([CH3:19])([CH3:18])[CH3:17])=[O:22])[CH:12]=[N:11][CH:10]=1)(=[O:8])[C:2]1[CH:7]=[CH:6][CH:5]=[CH:4][CH:3]=1. The yield is 0.480. (2) The reactants are [C:1]([CH2:5][C:6]([OH:8])=O)([CH3:4])([CH3:3])[CH3:2].C(Cl)(=O)C(Cl)=O.[C:15]([O:19][C:20](=[O:41])[NH:21][CH2:22][CH2:23][CH:24]([N:26]1[CH2:31][CH2:30][CH:29]([NH:32][CH2:33][C:34]2[CH:35]=[N:36][CH:37]=[CH:38][C:39]=2[CH3:40])[CH2:28][CH2:27]1)[CH3:25])([CH3:18])([CH3:17])[CH3:16].C(N(CC)CC)C. The catalyst is CN(C=O)C.C(Cl)Cl.O1CCCC1. The product is [C:15]([O:19][C:20](=[O:41])[NH:21][CH2:22][CH2:23][CH:24]([N:26]1[CH2:31][CH2:30][CH:29]([N:32]([C:6](=[O:8])[CH2:5][C:1]([CH3:4])([CH3:3])[CH3:2])[CH2:33][C:34]2[CH:35]=[N:36][CH:37]=[CH:38][C:39]=2[CH3:40])[CH2:28][CH2:27]1)[CH3:25])([CH3:18])([CH3:16])[CH3:17]. The yield is 0.600. (3) The reactants are [CH:1]1([CH2:4][O:5][NH2:6])[CH2:3][CH2:2]1.C([O:9][C:10]([C:12]1[C:17]([NH:18][C:19]2[CH:24]=[CH:23][C:22]([CH3:25])=[CH:21][C:20]=2[F:26])=[C:16]([CH3:27])[C:15](=[O:28])[N:14]([CH3:29])[C:13]=1[CH3:30])=O)C.C[Si]([N-][Si](C)(C)C)(C)C.[Li+]. The catalyst is C1COCC1. The product is [CH:1]1([CH2:4][O:5][NH:6][C:10]([C:12]2[C:17]([NH:18][C:19]3[CH:24]=[CH:23][C:22]([CH3:25])=[CH:21][C:20]=3[F:26])=[C:16]([CH3:27])[C:15](=[O:28])[N:14]([CH3:29])[C:13]=2[CH3:30])=[O:9])[CH2:3][CH2:2]1. The yield is 0.400. (4) The reactants are [Cl:1][C:2]1[N:7]=[C:6]([CH2:8][C:9]([C:11]2[C:12]([O:24][CH3:25])=[C:13]([NH:17][C:18](=[O:23])[O:19][CH2:20][CH:21]=[CH2:22])[CH:14]=[CH:15][CH:16]=2)=O)[CH:5]=[CH:4][N:3]=1.C1C(=O)N(Br)C(=O)C1.[CH3:34][CH:35]([CH3:39])[C:36](=[S:38])[NH2:37]. The catalyst is C(Cl)Cl.CS(C)=O.CCOC(C)=O. The product is [Cl:1][C:2]1[N:7]=[C:6]([C:8]2[S:38][C:36]([CH:35]([CH3:39])[CH3:34])=[N:37][C:9]=2[C:11]2[C:12]([O:24][CH3:25])=[C:13]([NH:17][C:18](=[O:23])[O:19][CH2:20][CH:21]=[CH2:22])[CH:14]=[CH:15][CH:16]=2)[CH:5]=[CH:4][N:3]=1. The yield is 0.638. (5) The reactants are C([O:3][C:4]([C:6]1([NH:15][C:16](=[O:26])[C:17]2[CH:22]=[CH:21][CH:20]=[C:19]([C:23]#[N:24])[C:18]=2[CH3:25])[CH2:14][C:13]2[C:8](=[CH:9][CH:10]=[CH:11][CH:12]=2)[CH2:7]1)=[O:5])C.[OH-].[K+].CCO. The catalyst is O. The product is [C:23]([C:19]1[C:18]([CH3:25])=[C:17]([CH:22]=[CH:21][CH:20]=1)[C:16]([NH:15][C:6]1([C:4]([OH:5])=[O:3])[CH2:14][C:13]2[C:8](=[CH:9][CH:10]=[CH:11][CH:12]=2)[CH2:7]1)=[O:26])#[N:24]. The yield is 0.950. (6) The reactants are [ClH:1].C(OCC)C.[N:7]1[CH:12]=[CH:11][CH:10]=[CH:9][C:8]=1[NH:13][C:14]([N:16]1[C@@H:23]2[CH2:24][N:19]([CH2:20][CH2:21][CH2:22]2)[C:18]2[CH:25]=[CH:26][C:27]([N:29]3[CH2:33][CH2:32][CH:31]([C:34]([F:37])([F:36])[F:35])[CH2:30]3)=[N:28][C:17]1=2)=[O:15]. No catalyst specified. The product is [ClH:1].[N:7]1[CH:12]=[CH:11][CH:10]=[CH:9][C:8]=1[NH:13][C:14]([N:16]1[C@@H:23]2[CH2:24][N:19]([CH2:20][CH2:21][CH2:22]2)[C:18]2[CH:25]=[CH:26][C:27]([N:29]3[CH2:33][CH2:32][CH:31]([C:34]([F:37])([F:35])[F:36])[CH2:30]3)=[N:28][C:17]1=2)=[O:15]. The yield is 0.428. (7) The reactants are [F:1][C:2]1[CH:7]=[CH:6][C:5]([C:8]2[C:16]3[C:11](=[CH:12][CH:13]=[C:14](/[CH:17]=[CH:18]/[C:19]([O:21]CC)=[O:20])[CH:15]=3)[NH:10][N:9]=2)=[CH:4][CH:3]=1.Cl. The catalyst is O1CCCC1.O. The product is [F:1][C:2]1[CH:3]=[CH:4][C:5]([C:8]2[C:16]3[C:11](=[CH:12][CH:13]=[C:14](/[CH:17]=[CH:18]/[C:19]([OH:21])=[O:20])[CH:15]=3)[NH:10][N:9]=2)=[CH:6][CH:7]=1. The yield is 0.480. (8) The reactants are C[O:2][C:3](=[O:25])[CH:4]([C:11]1[CH:16]=[CH:15][C:14]([S:17]([CH3:20])(=[O:19])=[O:18])=[C:13]([S:21]([CH3:24])(=[O:23])=[O:22])[CH:12]=1)[CH2:5][CH:6]1[CH2:10][CH2:9][CH2:8][CH2:7]1.[OH-].[Li+]. The catalyst is O1CCCC1. The yield is 0.980. The product is [CH3:24][S:21]([C:13]1[CH:12]=[C:11]([CH:4]([CH2:5][CH:6]2[CH2:7][CH2:8][CH2:9][CH2:10]2)[C:3]([OH:25])=[O:2])[CH:16]=[CH:15][C:14]=1[S:17]([CH3:20])(=[O:19])=[O:18])(=[O:23])=[O:22].